This data is from Full USPTO retrosynthesis dataset with 1.9M reactions from patents (1976-2016). The task is: Predict the reactants needed to synthesize the given product. (1) Given the product [CH2:1]([N:8]1[CH2:12][C@@H:11]2/[C:13](=[N:23]/[S@:21]([C:18]([CH3:20])([CH3:19])[CH3:17])=[O:22])/[CH2:14][CH2:15][C@@H:10]2[CH2:9]1)[C:2]1[CH:7]=[CH:6][CH:5]=[CH:4][CH:3]=1.[CH2:1]([N:8]1[CH2:12][C@H:11]2/[C:13](=[N:23]/[S@:21]([C:18]([CH3:20])([CH3:19])[CH3:17])=[O:22])/[CH2:14][CH2:15][C@H:10]2[CH2:9]1)[C:2]1[CH:7]=[CH:6][CH:5]=[CH:4][CH:3]=1, predict the reactants needed to synthesize it. The reactants are: [CH2:1]([N:8]1[CH2:12][CH:11]2[C:13](=O)[CH2:14][CH2:15][CH:10]2[CH2:9]1)[C:2]1[CH:7]=[CH:6][CH:5]=[CH:4][CH:3]=1.[CH3:17][C:18]([S@@:21]([NH2:23])=[O:22])([CH3:20])[CH3:19].[Cl-].[NH4+]. (2) Given the product [CH2:1]([N:8]1[C:16]2[C:11](=[CH:12][CH:13]=[CH:14][CH:15]=2)[C:10]([CH2:17][CH2:18][CH2:19][CH2:20][CH3:21])=[C:9]1[C:22]1[CH:31]=[CH:30][C:29]2[C:24](=[CH:25][CH:26]=[C:27]([OH:32])[CH:28]=2)[CH:23]=1)[C:2]1[CH:3]=[CH:4][CH:5]=[CH:6][CH:7]=1, predict the reactants needed to synthesize it. The reactants are: [CH2:1]([N:8]1[C:16]2[C:11](=[CH:12][CH:13]=[CH:14][CH:15]=2)[C:10]([CH2:17][CH2:18][CH2:19][CH2:20][CH3:21])=[C:9]1[C:22]1[CH:31]=[CH:30][C:29]2[C:24](=[CH:25][CH:26]=[C:27]([O:32]C)[CH:28]=2)[CH:23]=1)[C:2]1[CH:7]=[CH:6][CH:5]=[CH:4][CH:3]=1.B(Br)(Br)Br.[OH-].[Na+]. (3) Given the product [Cl:30][C:29]1[C:10]([C:7]2[CH:6]=[CH:5][C:4]([C:1]([OH:3])([CH3:31])[CH3:2])=[CH:9][CH:8]=2)=[CH:11][C:12]2[N:16]=[C:15]([O:17][C:18]3[CH:19]=[CH:20][C:21]([CH3:27])=[C:22]([CH:26]=3)[C:23]([OH:25])=[O:24])[NH:14][C:13]=2[CH:28]=1, predict the reactants needed to synthesize it. The reactants are: [C:1]([C:4]1[CH:9]=[CH:8][C:7]([C:10]2[C:29]([Cl:30])=[CH:28][C:13]3[NH:14][C:15]([O:17][C:18]4[CH:19]=[CH:20][C:21]([CH3:27])=[C:22]([CH:26]=4)[C:23]([OH:25])=[O:24])=[N:16][C:12]=3[CH:11]=2)=[CH:6][CH:5]=1)(=[O:3])[CH3:2].[CH3:31][Mg+].[Br-]. (4) The reactants are: C[O:2][C:3](=[O:27])[CH2:4][C:5]1[CH:6]=[C:7]([C:13]2[CH:18]=[CH:17][C:16]([C:19]([F:22])([F:21])[F:20])=[CH:15][C:14]=2[CH2:23][NH:24][CH2:25][CH3:26])[C:8]([O:11][CH3:12])=[CH:9][CH:10]=1.[CH:28]1([C:31](Cl)=[O:32])[CH2:30][CH2:29]1. Given the product [CH:28]1([C:31]([N:24]([CH2:23][C:14]2[CH:15]=[C:16]([C:19]([F:22])([F:21])[F:20])[CH:17]=[CH:18][C:13]=2[C:7]2[C:8]([O:11][CH3:12])=[CH:9][CH:10]=[C:5]([CH2:4][C:3]([OH:2])=[O:27])[CH:6]=2)[CH2:25][CH3:26])=[O:32])[CH2:30][CH2:29]1, predict the reactants needed to synthesize it.